The task is: Predict the reactants needed to synthesize the given product.. This data is from Full USPTO retrosynthesis dataset with 1.9M reactions from patents (1976-2016). (1) Given the product [Br:12][C:9]1[CH:10]=[C:11]2[C:6](=[CH:7][CH:8]=1)[N:5]=[CH:4][CH:3]=[C:2]2[S:19][C:15]1[N:14]([CH3:13])[CH:18]=[N:17][N:16]=1, predict the reactants needed to synthesize it. The reactants are: Cl[C:2]1[C:11]2[C:6](=[CH:7][CH:8]=[C:9]([Br:12])[CH:10]=2)[N:5]=[CH:4][CH:3]=1.[CH3:13][N:14]1[CH:18]=[N:17][N:16]=[C:15]1[SH:19].C(=O)([O-])[O-].[K+].[K+]. (2) Given the product [NH2:7][C:8]1[N:9]=[C:10]([S:3]([CH3:19])(=[O:5])=[O:2])[S:11][C:12]=1[C:13]([O:15][CH3:16])=[O:14], predict the reactants needed to synthesize it. The reactants are: O[O:2][S:3]([O-:5])=O.[K+].[NH2:7][C:8]1[N:9]=[C:10](SC)[S:11][C:12]=1[C:13]([O:15][CH3:16])=[O:14].[CH3:19]O. (3) Given the product [F:1][C:2]([F:7])([F:6])[C:3]([OH:5])=[O:4].[CH3:19][CH:17]([O:16][C:15]1[CH:14]=[CH:13][C:12]([C:20]2[O:24][N:23]=[C:22]([C:25]3[CH:42]=[CH:41][C:28]4[CH2:29][CH2:30][NH:31][CH2:32][CH2:33][C:27]=4[C:26]=3[CH3:43])[N:21]=2)=[CH:11][C:10]=1[C:8]#[N:9])[CH3:18], predict the reactants needed to synthesize it. The reactants are: [F:1][C:2]([F:7])([F:6])[C:3]([OH:5])=[O:4].[C:8]([C:10]1[CH:11]=[C:12]([C:20]2[O:24][N:23]=[C:22]([C:25]3[CH:42]=[CH:41][C:28]4[CH2:29][CH2:30][N:31](C(OC(C)(C)C)=O)[CH2:32][CH2:33][C:27]=4[C:26]=3[CH3:43])[N:21]=2)[CH:13]=[CH:14][C:15]=1[O:16][CH:17]([CH3:19])[CH3:18])#[N:9]. (4) Given the product [CH3:16][O:17][C:18]([C:19]1[N:15]=[C:8]([C:9]2[CH:14]=[CH:13][CH:12]=[CH:11][CH:10]=2)[N:7]([C:1]2[CH:2]=[CH:3][CH:4]=[CH:5][CH:6]=2)[C:20]=1[CH3:21])=[O:24], predict the reactants needed to synthesize it. The reactants are: [C:1]1([NH:7][C:8](=[NH:15])[C:9]2[CH:14]=[CH:13][CH:12]=[CH:11][CH:10]=2)[CH:6]=[CH:5][CH:4]=[CH:3][CH:2]=1.[CH3:16][O:17][C:18](=[O:24])[C:19](=O)[CH:20](Br)[CH3:21]. (5) The reactants are: [ClH:1].O1CCOCC1.C(O)(C(F)(F)F)=O.[CH3:15][O:16][C:17]([NH:19][C@@H:20]([CH:68]([CH3:70])[CH3:69])[C:21]([N:23]1[C@H:28]([C:29]2[NH:30][C:31]([C:34]3[CH:39]=[CH:38][C:37]([C:40]4[CH:41]=[C:42]5[C:47](=[CH:48][CH:49]=4)[CH:46]=[C:45]([C:50]4[NH:54][C:53]([C@@H:55]6[CH2:60][C@@H:59]7[C@@H:57]([CH2:58]7)[N:56]6C(OC(C)(C)C)=O)=[N:52][CH:51]=4)[CH:44]=[CH:43]5)=[CH:36][CH:35]=3)=[CH:32][N:33]=2)[CH2:27][C@@H:26]2[C@H:24]1[CH2:25]2)=[O:22])=[O:18]. Given the product [ClH:1].[ClH:1].[C@@H:57]12[CH2:58][C@@H:59]1[CH2:60][C@@H:55]([C:53]1[NH:54][C:50]([C:45]3[CH:46]=[C:47]4[C:42](=[CH:43][CH:44]=3)[CH:41]=[C:40]([C:37]3[CH:38]=[CH:39][C:34]([C:31]5[NH:30][C:29]([C@@H:28]6[CH2:27][C@@H:26]7[C@@H:24]([CH2:25]7)[N:23]6[C:21](=[O:22])[C@@H:20]([NH:19][C:17](=[O:18])[O:16][CH3:15])[CH:68]([CH3:70])[CH3:69])=[N:33][CH:32]=5)=[CH:35][CH:36]=3)[CH:49]=[CH:48]4)=[CH:51][N:52]=1)[NH:56]2, predict the reactants needed to synthesize it. (6) Given the product [Cl:1][C:2]1[CH:7]=[CH:6][N:5]=[C:4]2[N:8]([S:17]([C:11]3[CH:16]=[CH:15][CH:14]=[CH:13][CH:12]=3)(=[O:19])=[O:18])[CH:9]=[CH:10][C:3]=12, predict the reactants needed to synthesize it. The reactants are: [Cl:1][C:2]1[CH:7]=[CH:6][N:5]=[C:4]2[NH:8][CH:9]=[CH:10][C:3]=12.[C:11]1([S:17](Cl)(=[O:19])=[O:18])[CH:16]=[CH:15][CH:14]=[CH:13][CH:12]=1.C(N(CC)CC)C. (7) Given the product [ClH:35].[ClH:1].[CH:3]1([NH:6][C:7]([C:9]2[C:17]3[CH:16]=[C:15]([C:18]4[C:23]([Br:24])=[CH:22][N:21]=[C:20]([NH:25][CH2:26][CH2:27][C:28]5([CH3:34])[CH2:33][CH2:32][N:31]([CH3:36])[CH2:30][CH2:29]5)[N:19]=4)[S:14][C:13]=3[CH:12]=[CH:11][CH:10]=2)=[O:8])[CH2:4][CH2:5]1, predict the reactants needed to synthesize it. The reactants are: [ClH:1].Cl.[CH:3]1([NH:6][C:7]([C:9]2[C:17]3[CH:16]=[C:15]([C:18]4[C:23]([Br:24])=[CH:22][N:21]=[C:20]([NH:25][CH2:26][CH2:27][C:28]5([CH3:34])[CH2:33][CH2:32][NH:31][CH2:30][CH2:29]5)[N:19]=4)[S:14][C:13]=3[CH:12]=[CH:11][CH:10]=2)=[O:8])[CH2:5][CH2:4]1.[Cl:35][CH2:36]Cl.C=O.[BH4-].[Na+].